Dataset: Catalyst prediction with 721,799 reactions and 888 catalyst types from USPTO. Task: Predict which catalyst facilitates the given reaction. (1) Reactant: [H-].[Na+].[CH:3]1([C@H:7]([NH:9][C:10]2[N:18]=[C:17]([C:19]#[N:20])[N:16]=[C:15]3[C:11]=2[N:12]([CH2:24][C:25]2[CH:30]=[CH:29][C:28]([C:31]([F:34])([F:33])[F:32])=[CH:27][CH:26]=2)[C:13]([CH:21]([OH:23])[CH3:22])=[N:14]3)[CH3:8])[CH2:6][CH2:5][CH2:4]1.[CH2:35](Br)[CH:36]([CH3:38])[CH3:37]. Product: [CH:3]1([C@H:7]([NH:9][C:10]2[N:18]=[C:17]([C:19]#[N:20])[N:16]=[C:15]3[C:11]=2[N:12]([CH2:24][C:25]2[CH:30]=[CH:29][C:28]([C:31]([F:33])([F:34])[F:32])=[CH:27][CH:26]=2)[C:13]([CH:21]([O:23][CH2:35][CH:36]([CH3:38])[CH3:37])[CH3:22])=[N:14]3)[CH3:8])[CH2:6][CH2:5][CH2:4]1. The catalyst class is: 3. (2) Reactant: Cl[C:2]1[N:7]=[CH:6][C:5]([S:8]([NH:11][CH2:12][CH2:13][O:14][C:15]2[CH:24]=[C:23]3[C:18]([CH2:19][CH2:20][N:21]=[C:22]3[C:25]3([C:29]4[CH:34]=[CH:33][C:32]([Cl:35])=[CH:31][CH:30]=4)[CH2:28][CH2:27][CH2:26]3)=[CH:17][CH:16]=2)(=[O:10])=[O:9])=[CH:4][CH:3]=1.[CH2:36]([NH2:43])[C:37]1[CH:42]=[CH:41][CH:40]=[CH:39][CH:38]=1. Product: [CH2:36]([NH:43][C:2]1[N:7]=[CH:6][C:5]([S:8]([NH:11][CH2:12][CH2:13][O:14][C:15]2[CH:24]=[C:23]3[C:18]([CH2:19][CH2:20][N:21]=[C:22]3[C:25]3([C:29]4[CH:34]=[CH:33][C:32]([Cl:35])=[CH:31][CH:30]=4)[CH2:26][CH2:27][CH2:28]3)=[CH:17][CH:16]=2)(=[O:10])=[O:9])=[CH:4][CH:3]=1)[C:37]1[CH:42]=[CH:41][CH:40]=[CH:39][CH:38]=1. The catalyst class is: 8. (3) Reactant: [C:1]([Cl:4])(=O)C.[CH2:5]1[CH2:10][CH:9]([CH:11]([C:18]([OH:20])=[O:19])[C:12]2[CH:17]=[CH:16][CH:15]=[CH:14][CH:13]=2)[NH:8][CH2:7][CH2:6]1. Product: [CH3:1][O:19][C:18]([C@@H:11]([C:12]1[CH:13]=[CH:14][CH:15]=[CH:16][CH:17]=1)[C@H:9]1[NH:8][CH2:7][CH2:6][CH2:5][CH2:10]1)=[O:20].[ClH:4]. The catalyst class is: 5. (4) Reactant: [CH3:1][C:2]1[C:6]([CH2:7][C:8]([OH:10])=O)=[C:5]([CH3:11])[O:4][N:3]=1.CN(C=O)C.C(Cl)(C(Cl)=O)=O.[NH2:23][C:24]1[CH:29]=[CH:28][C:27]([N:30]2[CH2:35][CH2:34][N:33]([CH:36]([C:44]3[CH:49]=[CH:48][CH:47]=[CH:46][CH:45]=3)[C:37]([N:39]([CH2:42][CH3:43])[CH2:40][CH3:41])=[O:38])[CH2:32][CH2:31]2)=[C:26]([F:50])[CH:25]=1. Product: [CH3:1][C:2]1[C:6]([CH2:7][C:8]([NH:23][C:24]2[CH:29]=[CH:28][C:27]([N:30]3[CH2:35][CH2:34][N:33]([CH:36]([C:44]4[CH:45]=[CH:46][CH:47]=[CH:48][CH:49]=4)[C:37]([N:39]([CH2:40][CH3:41])[CH2:42][CH3:43])=[O:38])[CH2:32][CH2:31]3)=[C:26]([F:50])[CH:25]=2)=[O:10])=[C:5]([CH3:11])[O:4][N:3]=1. The catalyst class is: 26. (5) Reactant: [Cl:1][C:2]1[C:3]([C:19]([O:21]CC)=[O:20])=[C:4]2[CH:9]=[CH:8][CH:7]=[N:6][N:5]2[C:10]=1[CH:11]([CH:13]1[CH2:18][CH2:17][O:16][CH2:15][CH2:14]1)[CH3:12].[OH-].[Na+].Cl. Product: [Cl:1][C:2]1[C:3]([C:19]([OH:21])=[O:20])=[C:4]2[CH:9]=[CH:8][CH:7]=[N:6][N:5]2[C:10]=1[CH:11]([CH:13]1[CH2:18][CH2:17][O:16][CH2:15][CH2:14]1)[CH3:12]. The catalyst class is: 193. (6) Reactant: [F:1][C:2]([F:39])([F:38])[C:3]1[CH:4]=[C:5]([CH:31]=[C:32]([C:34]([F:37])([F:36])[F:35])[CH:33]=1)[CH2:6][N:7]([C@H:14]1[CH2:20][CH2:19][CH2:18][NH:17][C:16]2[C:21]([CH3:30])=[C:22]([C:26]([F:29])([F:28])[F:27])[C:23]([CH3:25])=[CH:24][C:15]1=2)[C:8]1[N:9]=[N:10][N:11]([CH3:13])[N:12]=1.N1C=CC=CC=1.[CH3:46][O:47][C:48](=[O:52])[C:49](Cl)=[O:50]. Product: [CH3:46][O:47][C:48](=[O:52])[C:49]([N:17]1[CH2:18][CH2:19][CH2:20][C@H:14]([N:7]([CH2:6][C:5]2[CH:31]=[C:32]([C:34]([F:37])([F:36])[F:35])[CH:33]=[C:3]([C:2]([F:1])([F:38])[F:39])[CH:4]=2)[C:8]2[N:9]=[N:10][N:11]([CH3:13])[N:12]=2)[C:15]2[CH:24]=[C:23]([CH3:25])[C:22]([C:26]([F:27])([F:28])[F:29])=[C:21]([CH3:30])[C:16]1=2)=[O:50]. The catalyst class is: 4. (7) Reactant: [NH2:1][C:2]1[N:27]=[C:5]2[CH:6]=[CH:7][C:8]([O:10][C:11]3[CH:12]=[C:13]([NH:17][C:18]([C:20]4[N:24]([CH3:25])[N:23]=[C:22]([CH3:26])[CH:21]=4)=[O:19])[CH:14]=[CH:15][CH:16]=3)=[CH:9][N:4]2[N:3]=1.C(N(CC)CC)C.[CH:35]1([C:38](Cl)=[O:39])[CH2:37][CH2:36]1. Product: [CH:35]1([C:38]([NH:1][C:2]2[N:27]=[C:5]3[CH:6]=[CH:7][C:8]([O:10][C:11]4[CH:12]=[C:13]([NH:17][C:18]([C:20]5[N:24]([CH3:25])[N:23]=[C:22]([CH3:26])[CH:21]=5)=[O:19])[CH:14]=[CH:15][CH:16]=4)=[CH:9][N:4]3[N:3]=2)=[O:39])[CH2:37][CH2:36]1. The catalyst class is: 30. (8) Reactant: [F:1][C:2]1[CH:3]=[N:4][CH:5]=[C:6]([F:10])[C:7]=1[CH2:8]O.C(N(C(C)C)CC)(C)C.CS([Cl:24])(=O)=O. Product: [Cl:24][CH2:8][C:7]1[C:2]([F:1])=[CH:3][N:4]=[CH:5][C:6]=1[F:10]. The catalyst class is: 4. (9) Reactant: [OH-].[Na+].CO.[CH:5]1([C:8]2[CH:13]=[C:12]([CH2:14][N:15]3[CH2:20][CH2:19][CH:18]([N:21]4[CH2:30][CH2:29][C:28]5[N:27]=[C:26]([CH2:31][CH2:32][CH3:33])[C:25]([C:34]([O:36]C)=[O:35])=[CH:24][C:23]=5[C:22]4=[O:38])[CH2:17][CH2:16]3)[C:11]([O:39][CH2:40][CH3:41])=[CH:10][C:9]=2[C:42]2[CH:47]=[CH:46][CH:45]=[C:44]([F:48])[CH:43]=2)[CH2:7][CH2:6]1.Cl. Product: [CH:5]1([C:8]2[CH:13]=[C:12]([CH2:14][N:15]3[CH2:20][CH2:19][CH:18]([N:21]4[CH2:30][CH2:29][C:28]5[N:27]=[C:26]([CH2:31][CH2:32][CH3:33])[C:25]([C:34]([OH:36])=[O:35])=[CH:24][C:23]=5[C:22]4=[O:38])[CH2:17][CH2:16]3)[C:11]([O:39][CH2:40][CH3:41])=[CH:10][C:9]=2[C:42]2[CH:47]=[CH:46][CH:45]=[C:44]([F:48])[CH:43]=2)[CH2:6][CH2:7]1. The catalyst class is: 476.